Dataset: Reaction yield outcomes from USPTO patents with 853,638 reactions. Task: Predict the reaction yield, written as a fraction of the theoretical maximum amount of product (1.0 means a 100% yield; for example, 0.34 means a 34% yield). (1) The reactants are [N+:1]([C:4]1[CH:18]=[CH:17][C:7]([CH2:8][NH:9][C:10](=[O:16])[O:11][C:12]([CH3:15])([CH3:14])[CH3:13])=[CH:6][CH:5]=1)([O-])=O.C(O)C.O.[Cl-].[NH4+]. The catalyst is O1CCOCC1. The product is [NH2:1][C:4]1[CH:18]=[CH:17][C:7]([CH2:8][NH:9][C:10](=[O:16])[O:11][C:12]([CH3:14])([CH3:15])[CH3:13])=[CH:6][CH:5]=1. The yield is 0.990. (2) The reactants are [CH2:1]([O:3][C:4](=[O:30])[CH2:5][CH2:6][C:7]1[N:8]([C:20]2[CH:25]=[CH:24][C:23]([C:26](=[O:28])[NH2:27])=[CH:22][C:21]=2[CH3:29])[C:9]([C:12]2[CH:17]=[CH:16][C:15]([C:18]#[N:19])=[CH:14][CH:13]=2)=[CH:10][CH:11]=1)[CH3:2].[N-:31]=[N+:32]=[N-:33].[Na+].[Cl-].[NH4+].Cl. The catalyst is CN(C=O)C. The product is [CH2:1]([O:3][C:4](=[O:30])[CH2:5][CH2:6][C:7]1[N:8]([C:20]2[CH:25]=[CH:24][C:23]([C:26](=[O:28])[NH2:27])=[CH:22][C:21]=2[CH3:29])[C:9]([C:12]2[CH:13]=[CH:14][C:15]([C:18]3[N:31]=[N:32][NH:33][N:19]=3)=[CH:16][CH:17]=2)=[CH:10][CH:11]=1)[CH3:2]. The yield is 0.500. (3) The yield is 0.130. The catalyst is CN(C=O)C. The product is [C:32]([C:21]1[N:22]=[C:23]([NH:25][C:26]2[CH:27]=[N:28][CH:29]=[CH:30][CH:31]=2)[O:24][C:20]=1[C:17]1[CH:16]=[CH:15][C:14]([N:11]2[CH2:12][CH2:13][N:8]([C:6]([O:5][C:1]([CH3:4])([CH3:2])[CH3:3])=[O:7])[CH2:9][CH2:10]2)=[CH:19][CH:18]=1)(=[O:34])[NH2:42]. The reactants are [C:1]([O:5][C:6]([N:8]1[CH2:13][CH2:12][N:11]([C:14]2[CH:19]=[CH:18][C:17]([C:20]3[O:24][C:23]([NH:25][C:26]4[CH:27]=[N:28][CH:29]=[CH:30][CH:31]=4)=[N:22][C:21]=3[C:32]([OH:34])=O)=[CH:16][CH:15]=2)[CH2:10][CH2:9]1)=[O:7])([CH3:4])([CH3:3])[CH3:2].F[P-](F)(F)(F)(F)F.[N:42]1(OC(N(C)C)=[N+](C)C)C2N=CC=CC=2N=N1.C(N(C(C)C)CC)(C)C.N.O1CCOCC1. (4) The reactants are [CH2:1]([O:3][C:4]([C:6]1[S:7][C:8]([C:11](=[O:13])[CH3:12])=[CH:9][CH:10]=1)=[O:5])[CH3:2].[F:14][CH:15]([F:21])[C:16](OCC)=[O:17].C[O-].[Na+].[O-]CC.[Na+]. No catalyst specified. The product is [CH2:1]([O:3][C:4]([C:6]1[S:7][C:8]([C:11](=[O:13])[CH2:12][C:16](=[O:17])[CH:15]([F:21])[F:14])=[CH:9][CH:10]=1)=[O:5])[CH3:2]. The yield is 0.850. (5) The reactants are [NH2:1][C:2]1[N:7]=[C:6]([Cl:8])[C:5]([CH:9]=O)=[C:4](Cl)[N:3]=1.C1COCC1.[NH2:17][NH2:18].O.NN. The catalyst is C(N(CC)CC)C. The product is [Cl:8][C:6]1[N:7]=[C:2]([NH2:1])[N:3]=[C:4]2[NH:17][N:18]=[CH:9][C:5]=12. The yield is 0.850. (6) The reactants are C([O:3][C:4](=[O:28])[CH2:5][CH2:6][C:7]1[CH:12]=[CH:11][C:10]([C:13]2[NH:22][C:21](=[O:23])[C:20]3[C:15](=[CH:16][C:17]([O:26][CH3:27])=[CH:18][C:19]=3[O:24][CH3:25])[N:14]=2)=[CH:9][CH:8]=1)C.C1COCC1.CO.[OH-].[K+]. The catalyst is O. The product is [CH3:25][O:24][C:19]1[CH:18]=[C:17]([O:26][CH3:27])[CH:16]=[C:15]2[C:20]=1[C:21](=[O:23])[NH:22][C:13]([C:10]1[CH:9]=[CH:8][C:7]([CH2:6][CH2:5][C:4]([OH:28])=[O:3])=[CH:12][CH:11]=1)=[N:14]2. The yield is 0.510. (7) The reactants are Br[C:2]1[CH:3]=[N:4][C:5]([C:8]([O:10][CH3:11])=[O:9])=[N:6][CH:7]=1.[CH3:12][N:13](C)C=O. The catalyst is O.[C-]#N.[Zn+2].[C-]#N.C1(P(C2C=CC=CC=2)[C-]2C=CC=C2)C=CC=CC=1.[C-]1(P(C2C=CC=CC=2)C2C=CC=CC=2)C=CC=C1.[Fe+2].C1C=CC(/C=C/C(/C=C/C2C=CC=CC=2)=O)=CC=1.C1C=CC(/C=C/C(/C=C/C2C=CC=CC=2)=O)=CC=1.[Pd]. The product is [C:12]([C:2]1[CH:3]=[N:4][C:5]([C:8]([O:10][CH3:11])=[O:9])=[N:6][CH:7]=1)#[N:13]. The yield is 0.560. (8) The reactants are C[Si]([N-][Si](C)(C)C)(C)C.[Na+].[CH3:11][C:12](=[O:14])[CH3:13].[Br:15][C:16]1[CH:17]=[C:18]([CH:21]=[C:22](F)[CH:23]=1)[C:19]#[N:20]. The catalyst is CN(C=O)C. The product is [Br:15][C:16]1[CH:17]=[C:18]([CH:21]=[C:22]([O:14][CH:12]([CH3:13])[CH3:11])[CH:23]=1)[C:19]#[N:20]. The yield is 0.790.